Regression. Given two drug SMILES strings and cell line genomic features, predict the synergy score measuring deviation from expected non-interaction effect. From a dataset of NCI-60 drug combinations with 297,098 pairs across 59 cell lines. (1) Drug 1: C1CCN(CC1)CCOC2=CC=C(C=C2)C(=O)C3=C(SC4=C3C=CC(=C4)O)C5=CC=C(C=C5)O. Drug 2: C1C(C(OC1N2C=NC3=C(N=C(N=C32)Cl)N)CO)O. Cell line: NCIH23. Synergy scores: CSS=-6.81, Synergy_ZIP=0.606, Synergy_Bliss=-7.12, Synergy_Loewe=-11.1, Synergy_HSA=-10.1. (2) Drug 1: COC1=CC(=CC(=C1O)OC)C2C3C(COC3=O)C(C4=CC5=C(C=C24)OCO5)OC6C(C(C7C(O6)COC(O7)C8=CC=CS8)O)O. Drug 2: CCC(=C(C1=CC=CC=C1)C2=CC=C(C=C2)OCCN(C)C)C3=CC=CC=C3.C(C(=O)O)C(CC(=O)O)(C(=O)O)O. Cell line: RPMI-8226. Synergy scores: CSS=57.1, Synergy_ZIP=5.98, Synergy_Bliss=7.98, Synergy_Loewe=-23.1, Synergy_HSA=5.09. (3) Drug 1: C1=CC(=CC=C1CC(C(=O)O)N)N(CCCl)CCCl.Cl. Drug 2: CC=C1C(=O)NC(C(=O)OC2CC(=O)NC(C(=O)NC(CSSCCC=C2)C(=O)N1)C(C)C)C(C)C. Cell line: OVCAR-8. Synergy scores: CSS=49.7, Synergy_ZIP=-1.26, Synergy_Bliss=3.65, Synergy_Loewe=-2.36, Synergy_HSA=3.31. (4) Drug 1: CS(=O)(=O)C1=CC(=C(C=C1)C(=O)NC2=CC(=C(C=C2)Cl)C3=CC=CC=N3)Cl. Drug 2: C1=NC2=C(N=C(N=C2N1C3C(C(C(O3)CO)O)O)F)N. Cell line: U251. Synergy scores: CSS=-0.253, Synergy_ZIP=-1.77, Synergy_Bliss=-5.15, Synergy_Loewe=-5.68, Synergy_HSA=-5.58. (5) Drug 1: CC1C(C(CC(O1)OC2CC(CC3=C2C(=C4C(=C3O)C(=O)C5=C(C4=O)C(=CC=C5)OC)O)(C(=O)CO)O)N)O.Cl. Drug 2: CC(CN1CC(=O)NC(=O)C1)N2CC(=O)NC(=O)C2. Cell line: NCIH23. Synergy scores: CSS=0.0955, Synergy_ZIP=3.63, Synergy_Bliss=4.44, Synergy_Loewe=1.44, Synergy_HSA=1.57.